Dataset: Experimentally validated miRNA-target interactions with 360,000+ pairs, plus equal number of negative samples. Task: Binary Classification. Given a miRNA mature sequence and a target amino acid sequence, predict their likelihood of interaction. (1) Result: 1 (interaction). The protein sequence of the target gene is MRNCKMARVASVLGLVMLSVALLILSLISYVSLKKENIFTTPKYASPGAPRMYMFHAGFRSQFALKFLDQSFVPITNSLTHELQEKPSKWTFNRTAFLHQRQEILQHVDVIKNFSLTKSSVRIGQLMHYDYSSHKYVFSISNNFRSLLPDVSPIMNKRYNVCAVVGNSGILTGSQCGQEIDKSDFVFRCNFAPTEAFHKDVGRKTNLTTFNPSILEKYYNNLLTIQDRNNFFLSLKKLDGAILWIPAFFFHTSATVTRTLVDFFVEHRGQLKVQLAWPGNIMQHVNRYWKNKHLSPKRLS.... The miRNA is mmu-miR-106b-5p with sequence UAAAGUGCUGACAGUGCAGAU. (2) The miRNA is hsa-miR-124-3p with sequence UAAGGCACGCGGUGAAUGCCAA. The protein sequence of the target gene is MFTELRSKLSPPRGRAGAVRAGFGERRDVDATAHFSFCRTLLEHTVSAESIPCHLPRTPGTSLTWHDSRSQRAASSRPIKLLQQPGTDTPQGRLYSDHYGLYHTSPSLGGLTRPVVLWSQQDVCKWLKKHCPHNYLVYVEAFSQHAITGRALLRLNAEKLQRMGLAQEAQRQEVLQQVLRLQVREEGRSLQLLSQASFGKMS. Result: 1 (interaction). (3) The miRNA is hsa-miR-2682-5p with sequence CAGGCAGUGACUGUUCAGACGUC. The protein sequence of the target gene is MMRTQCLLGLRTFVAFAAKLWSFFIYLLRRQIRTVIQYQTVRYDILPLSPVSRNRLAQVKRKILVLDLDETLIHSHHDGVLRPTVRPGTPPDFILKVVIDKHPVRFFVHKRPHVDFFLEVVSQWYELVVFTASMEIYGSAVADKLDNSRSILKRRYYRQHCTLELGSYIKDLSVVHSDLSSIVILDNSPGAYRSHPDNAIPIKSWFSDPSDTALLNLLPMLDALRFTADVRSVLSRNLHQHRLW. Result: 1 (interaction).